Dataset: Catalyst prediction with 721,799 reactions and 888 catalyst types from USPTO. Task: Predict which catalyst facilitates the given reaction. Reactant: [CH:1]1[C:6](=[O:7])[NH:5][C:4]([NH2:8])=[N:3][CH:2]=1.[Br:9]Br. Product: [NH2:8][C:4]1[N:5]=[C:6]([OH:7])[C:1]([Br:9])=[CH:2][N:3]=1. The catalyst class is: 15.